This data is from Ames mutagenicity test results for genotoxicity prediction. The task is: Regression/Classification. Given a drug SMILES string, predict its toxicity properties. Task type varies by dataset: regression for continuous values (e.g., LD50, hERG inhibition percentage) or binary classification for toxic/non-toxic outcomes (e.g., AMES mutagenicity, cardiotoxicity, hepatotoxicity). Dataset: ames. (1) The molecule is C=Cc1c(Cl)c(Cl)c(Cl)c(Cl)c1Cl. The result is 0 (non-mutagenic). (2) The drug is C=CCCC(C=O)CC. The result is 0 (non-mutagenic). (3) The drug is COc1ccc(CNC(=O)C(C)Br)cc1OC. The result is 1 (mutagenic). (4) The compound is COCCc1ccc(OCC(O)CNC(C)C)cc1. The result is 0 (non-mutagenic). (5) The molecule is Cc1cc(=O)n(-c2ccccc2)n1C. The result is 0 (non-mutagenic). (6) The compound is CC(=O)OC(c1ccccc1)N(C)N=O. The result is 1 (mutagenic). (7) The drug is Cc1cc(O)c2c(c1)C(=O)c1c(O)c(O)cc(O)c1C2=O. The result is 1 (mutagenic). (8) The result is 0 (non-mutagenic). The drug is COC(=O)c1oc(N)c(Cl)c1Cl. (9) The compound is CN(C)c1ccc(C(=N)c2ccc(N(C)C)cc2)cc1. The result is 1 (mutagenic).